Dataset: Full USPTO retrosynthesis dataset with 1.9M reactions from patents (1976-2016). Task: Predict the reactants needed to synthesize the given product. (1) The reactants are: [OH:1][CH2:2][CH2:3][O:4][C:5]1[C:10]([O:11][CH3:12])=[CH:9][C:8]([I:13])=[CH:7][C:6]=1[O:14][CH3:15].N1C=CN=C1.[C:21]([Si:25](Cl)([CH3:27])[CH3:26])([CH3:24])([CH3:23])[CH3:22].O. Given the product [O:1]([CH2:2][CH2:3][O:4][C:5]1[C:6]([O:14][CH3:15])=[CH:7][C:8]([I:13])=[CH:9][C:10]=1[O:11][CH3:12])[Si:25]([C:21]([CH3:24])([CH3:23])[CH3:22])([CH3:27])[CH3:26], predict the reactants needed to synthesize it. (2) Given the product [F:1][C:2]1[C:9]([CH:13]([OH:14])[CH2:12][CH:11]([CH3:15])[CH3:10])=[CH:8][CH:7]=[CH:6][C:3]=1[C:4]#[N:5], predict the reactants needed to synthesize it. The reactants are: [F:1][C:2]1[CH:9]=[CH:8][CH:7]=[CH:6][C:3]=1[C:4]#[N:5].[CH3:10][CH:11]([CH3:15])[CH2:12][CH:13]=[O:14]. (3) Given the product [OH:13][CH:10]([CH2:11][CH3:12])[CH2:9][NH:8][CH2:14][C:15]([OH:17])=[O:16], predict the reactants needed to synthesize it. The reactants are: C([N:8]([CH2:14][C:15]([OH:17])=[O:16])[CH2:9][CH:10]([OH:13])[CH2:11][CH3:12])C1C=CC=CC=1.C(#N)C.O.FC(F)(F)C(O)=O. (4) Given the product [CH2:33]([O:32][C:30]([NH:29][CH2:28][CH2:27][S:26][CH2:25][C@H:14]([NH:13][C:1]([NH:47][C@@H:48]1[CH2:63][C:62]2=[CH:61][CH:60]=[C:59]([CH:65]=[CH:64]2)[O:58][CH2:57][CH2:56][CH2:55][CH2:54][O:53][CH2:52][C@H:51]([CH:66]([CH3:67])[CH3:68])[NH:50][C:49]1=[O:69])=[O:2])[C:15]([O:17][CH2:18][C:19]1[CH:20]=[CH:21][CH:22]=[CH:23][CH:24]=1)=[O:16])=[O:31])[C:34]1[CH:35]=[CH:36][CH:37]=[CH:38][CH:39]=1, predict the reactants needed to synthesize it. The reactants are: [C:1](N1C=CN=C1)(N1C=CN=C1)=[O:2].[NH2:13][C@@H:14]([CH2:25][S:26][CH2:27][CH2:28][NH:29][C:30]([O:32][CH2:33][C:34]1[CH:39]=[CH:38][CH:37]=[CH:36][CH:35]=1)=[O:31])[C:15]([O:17][CH2:18][C:19]1[CH:24]=[CH:23][CH:22]=[CH:21][CH:20]=1)=[O:16].C(N(CC)CC)C.[NH2:47][C@@H:48]1[CH2:63][C:62]2=[CH:64][CH:65]=[C:59]([CH:60]=[CH:61]2)[O:58][CH2:57][CH2:56][CH2:55][CH2:54][O:53][CH2:52][C@H:51]([CH:66]([CH3:68])[CH3:67])[NH:50][C:49]1=[O:69]. (5) Given the product [Br:1][C:2]1[CH:7]=[C:6]([F:8])[CH:5]=[CH:4][C:3]=1[CH:9]1[N:10]=[C:11]([C:22]2[S:23][CH:24]=[CH:25][N:26]=2)[NH:12][C:13]([CH2:20][N:27]2[CH2:32][CH2:31][O:30][CH2:29][C@H:28]2[C:33]([OH:35])=[O:34])=[C:14]1[C:15]([O:17][CH2:18][CH3:19])=[O:16], predict the reactants needed to synthesize it. The reactants are: [Br:1][C:2]1[CH:7]=[C:6]([F:8])[CH:5]=[CH:4][C:3]=1[CH:9]1[C:14]([C:15]([O:17][CH2:18][CH3:19])=[O:16])=[C:13]([CH2:20]Br)[NH:12][C:11]([C:22]2[S:23][CH:24]=[CH:25][N:26]=2)=[N:10]1.[NH:27]1[CH2:32][CH2:31][O:30][CH2:29][C@H:28]1[C:33]([OH:35])=[O:34].C(=O)([O-])[O-].[K+].[K+]. (6) The reactants are: CO[C:3]([CH:5]1[C:10]([CH3:12])([CH3:11])[CH2:9][O:8][CH:7]([C:13]2[CH:18]=[CH:17][CH:16]=[CH:15][CH:14]=2)[O:6]1)=[O:4].O[Li].O.O=S(Cl)Cl.[CH2:26]([O:33][CH2:34][CH2:35][CH2:36][CH2:37][O:38][C:39]1[CH:44]=[C:43]([CH3:45])[C:42]([NH2:46])=[C:41]([CH3:47])[CH:40]=1)[C:27]1[CH:32]=[CH:31][CH:30]=[CH:29][CH:28]=1. Given the product [CH2:26]([O:33][CH2:34][CH2:35][CH2:36][CH2:37][O:38][C:39]1[CH:40]=[C:41]([CH3:47])[C:42]([NH:46][C:3]([CH:5]2[C:10]([CH3:11])([CH3:12])[CH2:9][O:8][CH:7]([C:13]3[CH:14]=[CH:15][CH:16]=[CH:17][CH:18]=3)[O:6]2)=[O:4])=[C:43]([CH3:45])[CH:44]=1)[C:27]1[CH:32]=[CH:31][CH:30]=[CH:29][CH:28]=1, predict the reactants needed to synthesize it.